Task: Predict the product of the given reaction.. Dataset: Forward reaction prediction with 1.9M reactions from USPTO patents (1976-2016) (1) Given the reactants [Cl:1][C:2]1[CH:3]=[C:4]2[C:8](=[CH:9][CH:10]=1)[N:7]([S:11]([C:14]1[CH:22]=[CH:21][C:17]([C:18](Cl)=[O:19])=[CH:16][CH:15]=1)(=[O:13])=[O:12])[CH2:6][CH2:5]2.[NH2:23][C:24]1[CH:31]=[CH:30][C:29]([Br:32])=[CH:28][C:25]=1[C:26]#[N:27], predict the reaction product. The product is: [Br:32][C:29]1[CH:30]=[CH:31][C:24]([NH:23][C:18](=[O:19])[C:17]2[CH:21]=[CH:22][C:14]([S:11]([N:7]3[C:8]4[C:4](=[CH:3][C:2]([Cl:1])=[CH:10][CH:9]=4)[CH2:5][CH2:6]3)(=[O:13])=[O:12])=[CH:15][CH:16]=2)=[C:25]([C:26]#[N:27])[CH:28]=1. (2) Given the reactants Cl[CH2:2][C:3]1[CH:8]=[CH:7][CH:6]=[C:5]([S:9][CH:10]([CH3:12])[CH3:11])[N:4]=1.C([O:15][C:16](=[O:28])[CH2:17][CH2:18][C:19]1[CH:24]=[CH:23][C:22]([OH:25])=[C:21]([O:26][CH3:27])[CH:20]=1)C, predict the reaction product. The product is: [CH:10]([S:9][C:5]1[N:4]=[C:3]([CH2:2][O:25][C:22]2[CH:23]=[CH:24][C:19]([CH2:18][CH2:17][C:16]([OH:28])=[O:15])=[CH:20][C:21]=2[O:26][CH3:27])[CH:8]=[CH:7][CH:6]=1)([CH3:12])[CH3:11]. (3) Given the reactants Cl[C:2]1[C:3]2[C:4](=[CH:18][N:19](CC3C=CC(OC)=CC=3)[N:20]=2)[N:5]=[C:6]([C:8]2[CH:9]=[C:10]([S:14]([NH2:17])(=[O:16])=[O:15])[CH:11]=[CH:12][CH:13]=2)[N:7]=1.[NH2:30][C:31]1[CH:36]=[CH:35][C:34]([N:37]2[CH2:42][CH2:41][N:40]([C:43](=[O:45])[CH3:44])[CH2:39][CH2:38]2)=[CH:33][CH:32]=1.Cl, predict the reaction product. The product is: [C:43]([N:40]1[CH2:39][CH2:38][N:37]([C:34]2[CH:35]=[CH:36][C:31]([NH:30][C:2]3[C:3]4[NH:20][N:19]=[CH:18][C:4]=4[N:5]=[C:6]([C:8]4[CH:9]=[C:10]([S:14]([NH2:17])(=[O:15])=[O:16])[CH:11]=[CH:12][CH:13]=4)[N:7]=3)=[CH:32][CH:33]=2)[CH2:42][CH2:41]1)(=[O:45])[CH3:44]. (4) Given the reactants [Br:1][C:2]1[CH:3]=[C:4]([CH:15]=[C:16]([Br:27])[C:17]=1[O:18][C:19]1[CH:24]=[CH:23][C:22]([O:25][CH3:26])=[CH:21][CH:20]=1)[CH:5]=[N:6][O:7][CH:8]([CH3:14])[C:9]([O:11][CH2:12][CH3:13])=[O:10].[Cl:28][C:29]1[CH:37]=[CH:36][C:32]([C:33](O)=[O:34])=[CH:31][CH:30]=1, predict the reaction product. The product is: [Br:1][C:2]1[CH:3]=[C:4]([CH:15]=[C:16]([Br:27])[C:17]=1[O:18][C:19]1[CH:20]=[CH:21][C:22]([O:25][CH3:26])=[C:23]([C:33](=[O:34])[C:32]2[CH:36]=[CH:37][C:29]([Cl:28])=[CH:30][CH:31]=2)[CH:24]=1)[CH:5]=[N:6][O:7][CH:8]([CH3:14])[C:9]([O:11][CH2:12][CH3:13])=[O:10].